This data is from NCI-60 drug combinations with 297,098 pairs across 59 cell lines. The task is: Regression. Given two drug SMILES strings and cell line genomic features, predict the synergy score measuring deviation from expected non-interaction effect. (1) Drug 1: C1CCC(CC1)NC(=O)N(CCCl)N=O. Drug 2: CS(=O)(=O)CCNCC1=CC=C(O1)C2=CC3=C(C=C2)N=CN=C3NC4=CC(=C(C=C4)OCC5=CC(=CC=C5)F)Cl. Cell line: BT-549. Synergy scores: CSS=17.9, Synergy_ZIP=-5.81, Synergy_Bliss=2.15, Synergy_Loewe=-1.10, Synergy_HSA=-0.0131. (2) Drug 1: CNC(=O)C1=CC=CC=C1SC2=CC3=C(C=C2)C(=NN3)C=CC4=CC=CC=N4. Cell line: PC-3. Drug 2: CC1CCC2CC(C(=CC=CC=CC(CC(C(=O)C(C(C(=CC(C(=O)CC(OC(=O)C3CCCCN3C(=O)C(=O)C1(O2)O)C(C)CC4CCC(C(C4)OC)O)C)C)O)OC)C)C)C)OC. Synergy scores: CSS=37.0, Synergy_ZIP=7.57, Synergy_Bliss=7.66, Synergy_Loewe=-20.2, Synergy_HSA=5.92. (3) Drug 1: C1CC(C1)(C(=O)O)C(=O)O.[NH2-].[NH2-].[Pt+2]. Drug 2: CS(=O)(=O)CCNCC1=CC=C(O1)C2=CC3=C(C=C2)N=CN=C3NC4=CC(=C(C=C4)OCC5=CC(=CC=C5)F)Cl. Cell line: OVCAR-8. Synergy scores: CSS=4.46, Synergy_ZIP=-3.94, Synergy_Bliss=-1.97, Synergy_Loewe=-2.36, Synergy_HSA=-2.13. (4) Drug 1: CN(CCCl)CCCl.Cl. Drug 2: CC(C)CN1C=NC2=C1C3=CC=CC=C3N=C2N. Cell line: NCI-H226. Synergy scores: CSS=3.46, Synergy_ZIP=-3.00, Synergy_Bliss=-5.80, Synergy_Loewe=2.02, Synergy_HSA=-2.96. (5) Drug 1: CCCCC(=O)OCC(=O)C1(CC(C2=C(C1)C(=C3C(=C2O)C(=O)C4=C(C3=O)C=CC=C4OC)O)OC5CC(C(C(O5)C)O)NC(=O)C(F)(F)F)O. Drug 2: CC1C(C(CC(O1)OC2CC(CC3=C2C(=C4C(=C3O)C(=O)C5=C(C4=O)C(=CC=C5)OC)O)(C(=O)CO)O)N)O.Cl. Cell line: HCT-15. Synergy scores: CSS=30.4, Synergy_ZIP=2.60, Synergy_Bliss=3.24, Synergy_Loewe=2.23, Synergy_HSA=3.33.